This data is from Reaction yield outcomes from USPTO patents with 853,638 reactions. The task is: Predict the reaction yield, written as a fraction of the theoretical maximum amount of product (1.0 means a 100% yield; for example, 0.34 means a 34% yield). The reactants are C(N(CC)C(C)C)(C)C.CC1(C(ON2C(=O)CCC2=O)=O)CCCC(OC(=O)[NH:21][CH2:22][CH2:23][NH:24][C:25](=[O:39])[CH2:26][CH2:27][CH2:28][CH2:29][CH:30]2[CH:37]3[CH:33]([NH:34][C:35](=[O:38])[NH:36]3)[CH2:32][S:31]2)C=CC1.O=C1CCC(=O)N1OC(OC1CCCC(C)(C(ON2C(=O)CCC2=O)=O)CC=C1)=O.OC(CCCC[C@H]1[C@@H]2[C@@H](NC(N2)=O)CS1)=O.C(N)CN.ClCCl. The catalyst is CN(C=O)C. The product is [NH2:21][CH2:22][CH2:23][NH:24][C:25](=[O:39])[CH2:26][CH2:27][CH2:28][CH2:29][CH:30]1[CH:37]2[CH:33]([NH:34][C:35](=[O:38])[NH:36]2)[CH2:32][S:31]1. The yield is 0.170.